This data is from Peptide-MHC class II binding affinity with 134,281 pairs from IEDB. The task is: Regression. Given a peptide amino acid sequence and an MHC pseudo amino acid sequence, predict their binding affinity value. This is MHC class II binding data. The peptide sequence is EFIAKVRSHAAIGAY. The MHC is HLA-DQA10201-DQB10301 with pseudo-sequence HLA-DQA10201-DQB10301. The binding affinity (normalized) is 0.778.